Task: Regression. Given two drug SMILES strings and cell line genomic features, predict the synergy score measuring deviation from expected non-interaction effect.. Dataset: Merck oncology drug combination screen with 23,052 pairs across 39 cell lines (1) Drug 1: COC12C(COC(N)=O)C3=C(C(=O)C(C)=C(N)C3=O)N1CC1NC12. Drug 2: CCN(CC)CCNC(=O)c1c(C)[nH]c(C=C2C(=O)Nc3ccc(F)cc32)c1C. Cell line: SKMEL30. Synergy scores: synergy=4.84. (2) Drug 1: CN(C)C(=N)N=C(N)N. Drug 2: C#Cc1cccc(Nc2ncnc3cc(OCCOC)c(OCCOC)cc23)c1. Cell line: UWB1289. Synergy scores: synergy=14.6. (3) Cell line: SKMEL30. Synergy scores: synergy=32.8. Drug 1: COc1cc(C2c3cc4c(cc3C(OC3OC5COC(C)OC5C(O)C3O)C3COC(=O)C23)OCO4)cc(OC)c1O. Drug 2: COC1=C2CC(C)CC(OC)C(O)C(C)C=C(C)C(OC(N)=O)C(OC)C=CC=C(C)C(=O)NC(=CC1=O)C2=O.